Predict which catalyst facilitates the given reaction. From a dataset of Catalyst prediction with 721,799 reactions and 888 catalyst types from USPTO. (1) Reactant: [Li]CCCC.Br[C:7]1[C:16]2[C:11](=[CH:12][CH:13]=[C:14]([O:17][CH3:18])[CH:15]=2)[C:10]([Cl:19])=[N:9][C:8]=1[CH3:20].CN([CH:24]=[O:25])C. Product: [Cl:19][C:10]1[C:11]2[C:16](=[CH:15][C:14]([O:17][CH3:18])=[CH:13][CH:12]=2)[C:7]([CH:24]=[O:25])=[C:8]([CH3:20])[N:9]=1. The catalyst class is: 1. (2) Reactant: [C:1]([O:5][C:6]([NH:8][C@H:9]([C:20]([NH:22][C@@H:23]([C:25]([NH:27][CH2:28][C@@H:29]([NH:37]C(OCC1C=CC=CC=1)=O)[CH2:30][C:31]1[CH:36]=[CH:35][CH:34]=[CH:33][CH:32]=1)=[O:26])[CH3:24])=[O:21])[CH2:10][C:11]1[C:16]([CH3:17])=[CH:15][C:14]([OH:18])=[CH:13][C:12]=1[CH3:19])=[O:7])([CH3:4])([CH3:3])[CH3:2].C([O-])=O.[NH4+]. Product: [C:1]([O:5][C:6]([NH:8][C@H:9]([C:20]([NH:22][C@@H:23]([C:25]([NH:27][CH2:28][C@@H:29]([NH2:37])[CH2:30][C:31]1[CH:36]=[CH:35][CH:34]=[CH:33][CH:32]=1)=[O:26])[CH3:24])=[O:21])[CH2:10][C:11]1[C:16]([CH3:17])=[CH:15][C:14]([OH:18])=[CH:13][C:12]=1[CH3:19])=[O:7])([CH3:2])([CH3:3])[CH3:4]. The catalyst class is: 293. (3) Reactant: [CH2:1]([O:8][C:9]([N:11]1[CH2:16][CH2:15]C(=O)[CH2:13][CH:12]1[C:18]1[CH:23]=[CH:22][C:21]([F:24])=[CH:20][C:19]=1[CH3:25])=[O:10])[C:2]1[CH:7]=[CH:6][CH:5]=[CH:4][CH:3]=1.CO[CH:28]([O:31][CH3:32])[O:29][CH3:30]. Product: [CH2:1]([O:8][C:9]([N:11]1[CH2:16][CH2:15][C:28]([O:29][CH3:30])([O:31][CH3:32])[CH2:13][CH:12]1[C:18]1[CH:23]=[CH:22][C:21]([F:24])=[CH:20][C:19]=1[CH3:25])=[O:10])[C:2]1[CH:3]=[CH:4][CH:5]=[CH:6][CH:7]=1. The catalyst class is: 5. (4) Product: [Br:42][C:43]1[CH:48]=[CH:47][C:46]2[NH:49][C:18]([C:9]3([NH:8][C:1](=[O:2])[O:3][C:4]([CH3:7])([CH3:6])[CH3:5])[CH2:17][C:16]4[C:11](=[CH:12][CH:13]=[CH:14][CH:15]=4)[CH2:10]3)=[N:50][C:45]=2[CH:44]=1. The catalyst class is: 9. Reactant: [C:1]([NH:8][C:9]1([C:18](O)=O)[CH2:17][C:16]2[C:11](=[CH:12][CH:13]=[CH:14][CH:15]=2)[CH2:10]1)([O:3][C:4]([CH3:7])([CH3:6])[CH3:5])=[O:2].CN1CCOCC1.ClC(OC(C)C)=O.C1(C)C=CC=CC=1.[Br:42][C:43]1[CH:44]=[C:45]([NH2:50])[C:46]([NH2:49])=[CH:47][CH:48]=1.C(O)(=O)C.